From a dataset of Reaction yield outcomes from USPTO patents with 853,638 reactions. Predict the reaction yield, written as a fraction of the theoretical maximum amount of product (1.0 means a 100% yield; for example, 0.34 means a 34% yield). (1) The reactants are Br[C:2]1[CH:3]=[C:4]([O:9][C:10]2[C:11]([F:19])=[C:12]([CH2:17][NH2:18])[CH:13]=[CH:14][C:15]=2[Cl:16])[CH:5]=[C:6]([Cl:8])[CH:7]=1.[Br-].[CH:21]1([Zn+])[CH2:23][CH2:22]1. The catalyst is C1COCC1.CCOC(C)=O.C1C=CC([P]([Pd]([P](C2C=CC=CC=2)(C2C=CC=CC=2)C2C=CC=CC=2)([P](C2C=CC=CC=2)(C2C=CC=CC=2)C2C=CC=CC=2)[P](C2C=CC=CC=2)(C2C=CC=CC=2)C2C=CC=CC=2)(C2C=CC=CC=2)C2C=CC=CC=2)=CC=1. The product is [Cl:16][C:15]1[CH:14]=[CH:13][C:12]([CH2:17][NH2:18])=[C:11]([F:19])[C:10]=1[O:9][C:4]1[CH:3]=[C:2]([CH:21]2[CH2:23][CH2:22]2)[CH:7]=[C:6]([Cl:8])[CH:5]=1. The yield is 0.680. (2) The reactants are [F:1][C:2]1[CH:7]=[CH:6][CH:5]=[C:4]([F:8])[C:3]=1[CH:9]1[NH:14][C:13]2[CH:15]=[CH:16][C:17](B3OC(C)(C)C(C)(C)O3)=[CH:18][C:12]=2[O:11][CH2:10]1.C([O-])([O-])=O.[K+].[K+].COC1C=CC=C(OC)C=1C1C=CC=CC=1P(C1CCCCC1)C1CCCCC1.Br[C:64]1[N:68]([CH2:69][CH3:70])[N:67]=[C:66]([C:71]2[CH:72]=[N:73][CH:74]=[CH:75][CH:76]=2)[N:65]=1. The catalyst is O1CCOCC1.C1C=CC(P(C2C=CC=CC=2)[C-]2C=CC=C2)=CC=1.C1C=CC(P(C2C=CC=CC=2)[C-]2C=CC=C2)=CC=1.Cl[Pd]Cl.[Fe+2].C(OCC)(=O)C.CCCCCC. The product is [F:8][C:4]1[CH:5]=[CH:6][CH:7]=[C:2]([F:1])[C:3]=1[CH:9]1[NH:14][C:13]2[CH:15]=[CH:16][C:17]([C:64]3[N:68]([CH2:69][CH3:70])[N:67]=[C:66]([C:71]4[CH:72]=[N:73][CH:74]=[CH:75][CH:76]=4)[N:65]=3)=[CH:18][C:12]=2[O:11][CH2:10]1. The yield is 0.0800. (3) The reactants are [NH2:1][C:2]1[CH:3]=[CH:4][C:5]([CH3:9])=[C:6]([OH:8])[CH:7]=1.C(N(CC)CC)C.[C:17]([O:21][C:22](O[C:22]([O:21][C:17]([CH3:20])([CH3:19])[CH3:18])=[O:23])=[O:23])([CH3:20])([CH3:19])[CH3:18]. The catalyst is O1CCCC1.O. The product is [OH:8][C:6]1[CH:7]=[C:2]([NH:1][C:22](=[O:23])[O:21][C:17]([CH3:20])([CH3:19])[CH3:18])[CH:3]=[CH:4][C:5]=1[CH3:9]. The yield is 0.180. (4) The reactants are [F:1][C:2]1[CH:3]=[C:4]([CH:6]=[CH:7][CH:8]=1)[NH2:5].Cl[C:10]([O:12][C:13]([CH3:15])=[CH2:14])=[O:11].C([O-])(O)=O.[Na+]. The catalyst is CCOC(C)=O.O. The product is [F:1][C:2]1[CH:3]=[C:4]([NH:5][C:10](=[O:11])[O:12][C:13]([CH3:15])=[CH2:14])[CH:6]=[CH:7][CH:8]=1. The yield is 0.210.